Task: Predict the reaction yield, written as a fraction of the theoretical maximum amount of product (1.0 means a 100% yield; for example, 0.34 means a 34% yield).. Dataset: Reaction yield outcomes from USPTO patents with 853,638 reactions (1) The reactants are Br[CH:2]=[C:3]1[C:9]2[CH:10]=[C:11]([F:14])[CH:12]=[CH:13][C:8]=2[CH2:7][CH2:6][C:5]2[CH:15]=[CH:16][CH:17]=[CH:18][C:4]1=2.[CH3:19][S:20]([NH:23][C:24]1[CH:25]=[C:26](B(O)O)[CH:27]=[CH:28][CH:29]=1)(=[O:22])=[O:21]. No catalyst specified. The product is [F:14][C:11]1[CH:12]=[CH:13][C:8]2[CH2:7][CH2:6][C:5]3[CH:15]=[CH:16][CH:17]=[CH:18][C:4]=3[C:3](=[CH:2][C:26]3[CH:25]=[C:24]([NH:23][S:20]([CH3:19])(=[O:22])=[O:21])[CH:29]=[CH:28][CH:27]=3)[C:9]=2[CH:10]=1. The yield is 0.820. (2) The reactants are [CH3:1][N:2]1[C:6]([CH3:7])=[C:5]([C:8]([NH:10][C:11]2[N:16]=[CH:15][C:14]([O:17][C:18]3[CH:23]=[CH:22][N:21]=[C:20]([NH:24][C:25](=O)[O:26]C4C=CC=CC=4)[CH:19]=3)=[CH:13][CH:12]=2)=[O:9])[C:4](=[O:34])[N:3]1[C:35]1[CH:40]=[CH:39][CH:38]=[CH:37][CH:36]=1.[NH2:41][CH2:42][CH2:43][OH:44]. The catalyst is CN1C(=O)CCC1. The product is [OH:44][CH2:43][CH2:42][NH:41][C:25](=[O:26])[NH:24][C:20]1[CH:19]=[C:18]([O:17][C:14]2[CH:13]=[CH:12][C:11]([NH:10][C:8]([C:5]3[C:4](=[O:34])[N:3]([C:35]4[CH:40]=[CH:39][CH:38]=[CH:37][CH:36]=4)[N:2]([CH3:1])[C:6]=3[CH3:7])=[O:9])=[N:16][CH:15]=2)[CH:23]=[CH:22][N:21]=1. The yield is 0.980. (3) The reactants are [CH3:1][O:2][C:3]1[C:23]([O:24][CH3:25])=[CH:22][CH:21]=[CH:20][C:4]=1[C:5]([CH:7]1[CH2:12][CH2:11][N:10](C(OC(C)(C)C)=O)[CH2:9][CH2:8]1)=[O:6].FC(F)(F)C(O)=O. No catalyst specified. The product is [CH3:1][O:2][C:3]1[C:23]([O:24][CH3:25])=[CH:22][CH:21]=[CH:20][C:4]=1[C:5]([CH:7]1[CH2:8][CH2:9][NH:10][CH2:11][CH2:12]1)=[O:6]. The yield is 0.530.